This data is from TCR-epitope binding with 47,182 pairs between 192 epitopes and 23,139 TCRs. The task is: Binary Classification. Given a T-cell receptor sequence (or CDR3 region) and an epitope sequence, predict whether binding occurs between them. (1) The epitope is NLSALGIFST. The TCR CDR3 sequence is CASSLSGAGNEQFF. Result: 1 (the TCR binds to the epitope). (2) The epitope is GTSGSPIVNR. The TCR CDR3 sequence is CASSLGQGLLYGYTF. Result: 1 (the TCR binds to the epitope). (3) The epitope is KRWIILGLNK. The TCR CDR3 sequence is CAGSLGTSSYEQYF. Result: 1 (the TCR binds to the epitope). (4) Result: 1 (the TCR binds to the epitope). The TCR CDR3 sequence is CASSLSIPGGQYEQYF. The epitope is GPGHKARVL.